Dataset: NCI-60 drug combinations with 297,098 pairs across 59 cell lines. Task: Regression. Given two drug SMILES strings and cell line genomic features, predict the synergy score measuring deviation from expected non-interaction effect. Drug 1: CN1CCC(CC1)COC2=C(C=C3C(=C2)N=CN=C3NC4=C(C=C(C=C4)Br)F)OC. Drug 2: CCC1=C2CN3C(=CC4=C(C3=O)COC(=O)C4(CC)O)C2=NC5=C1C=C(C=C5)O. Cell line: IGROV1. Synergy scores: CSS=67.0, Synergy_ZIP=-6.86, Synergy_Bliss=-3.12, Synergy_Loewe=-0.938, Synergy_HSA=0.976.